Dataset: Catalyst prediction with 721,799 reactions and 888 catalyst types from USPTO. Task: Predict which catalyst facilitates the given reaction. (1) Reactant: [CH2:1]([O:3][C:4]([C@@H:6]1[CH2:10][C:9](=[O:11])[CH2:8][C@H:7]1[C:12](=[O:17])[NH:13][CH2:14][C:15]#[N:16])=[O:5])[CH3:2].CN(C=O)C.[BH4-].[Na+]. Product: [CH2:1]([O:3][C:4]([C@@H:6]1[CH2:10][C@H:9]([OH:11])[CH2:8][C@H:7]1[C:12](=[O:17])[NH:13][CH2:14][C:15]#[N:16])=[O:5])[CH3:2]. The catalyst class is: 1. (2) The catalyst class is: 10. Product: [O:27]=[S:2]1(=[O:1])[CH2:3][CH2:4][N:5]([C:8]2[N:13]=[C:12]3[NH:14][CH:15]=[C:16]([C:28]#[N:29])[C:11]3=[CH:10][CH:9]=2)[CH2:6][CH2:7]1. Reactant: [O:1]=[S:2]1(=[O:27])[CH2:7][CH2:6][N:5]([C:8]2[N:13]=[C:12]3[N:14]([Si](C(C)C)(C(C)C)C(C)C)[CH:15]=[CH:16][C:11]3=[CH:10][CH:9]=2)[CH2:4][CH2:3]1.[CH3:28][N:29](C=O)C.ClS(N=C=O)(=O)=O.CCOC(C)=O. (3) Reactant: [OH:1][CH2:2][C:3]1[N:8]=[C:7]([C:9]([O:11][CH3:12])=[O:10])[CH:6]=[CH:5][CH:4]=1.[CH3:13][O:14][CH:15]([O:23][CH3:24])[C:16]1[CH:21]=[CH:20][N:19]=[CH:18][C:17]=1O.C1(P(C2C=CC=CC=2)C2C=CC=CC=2)C=CC=CC=1.CC(OC(/N=N/C(OC(C)C)=O)=O)C. Product: [CH3:13][O:14][CH:15]([O:23][CH3:24])[C:16]1[CH:21]=[CH:20][N:19]=[CH:18][C:17]=1[O:1][CH2:2][C:3]1[N:8]=[C:7]([C:9]([O:11][CH3:12])=[O:10])[CH:6]=[CH:5][CH:4]=1. The catalyst class is: 7. (4) Reactant: [C:1]([O:5][C:6](=[O:18])[CH2:7][N:8]1[C:12]2[CH:13]=[CH:14][CH:15]=[CH:16][C:11]=2[NH:10][C:9]1=[O:17])([CH3:4])([CH3:3])[CH3:2].CC(N=P(N1CCCC1)(N1CCCC1)N1CCCC1)(C)C.Cl[CH2:41][C:42]1[N:46]([CH2:47][CH2:48][CH:49]([CH3:51])[CH3:50])[C:45]2[CH:52]=[CH:53][C:54]([C:56]#[N:57])=[CH:55][C:44]=2[N:43]=1. Product: [C:1]([O:5][C:6](=[O:18])[CH2:7][N:8]1[C:12]2[CH:13]=[CH:14][CH:15]=[CH:16][C:11]=2[N:10]([CH2:41][C:42]2[N:46]([CH2:47][CH2:48][CH:49]([CH3:51])[CH3:50])[C:45]3[CH:52]=[CH:53][C:54]([C:56]#[N:57])=[CH:55][C:44]=3[N:43]=2)[C:9]1=[O:17])([CH3:4])([CH3:2])[CH3:3]. The catalyst class is: 158. (5) Reactant: [C:1](N1C=CC=CC1=O)(N1C=CC=CC1=O)=[S:2].[Cl:17][C:18]1[CH:19]=[C:20]([C:24]2[N:29]=[CH:28][N:27]=[C:26]([NH2:30])[CH:25]=2)[CH:21]=[CH:22][CH:23]=1. Product: [Cl:17][C:18]1[CH:19]=[C:20]([C:24]2[CH:25]=[C:26]([N:30]=[C:1]=[S:2])[N:27]=[CH:28][N:29]=2)[CH:21]=[CH:22][CH:23]=1. The catalyst class is: 120. (6) Reactant: [C:1]1([CH:7]2[NH:12][C:11](=[O:13])[CH2:10][CH2:9][CH2:8]2)[CH:6]=[CH:5][CH:4]=[CH:3][CH:2]=1.[H-].[Na+].Br[CH2:17][C:18]([O:20]C)=[O:19]. Product: [O:13]=[C:11]1[CH2:10][CH2:9][CH2:8][CH:7]([C:1]2[CH:2]=[CH:3][CH:4]=[CH:5][CH:6]=2)[N:12]1[CH2:17][C:18]([OH:20])=[O:19]. The catalyst class is: 1.